This data is from Experimentally validated miRNA-target interactions with 360,000+ pairs, plus equal number of negative samples. The task is: Binary Classification. Given a miRNA mature sequence and a target amino acid sequence, predict their likelihood of interaction. The miRNA is hsa-miR-6721-5p with sequence UGGGCAGGGGCUUAUUGUAGGAG. The protein sequence of the target gene is MPCARGSWLAKLSIVAQLINFGAFCHGRQTQPWPVRFPDPRQEHFIKSLPEYHIVSPVQVDAGGHVLSYGLHHPVTSSRKKRAAGGSGDQLYYRISHEEKDLFFNLTVNWEFLSNGYVVEKRYGNLSHVKMVASSGQPCHLRGTVLQQGTTVGIGTAALSACQGLTGFFHLPHGDFFIEPVKKHPLTEEGSYPHVVYRRQSIRAPETKEPICGLKDSLDNSVKQELQREKWERKTLRSRSLSRRSISKERWVETLVVADTKTVEYHGSENVESYILTIMNMVTGLFHSPSIGNLVHIVVV.... Result: 0 (no interaction).